This data is from Full USPTO retrosynthesis dataset with 1.9M reactions from patents (1976-2016). The task is: Predict the reactants needed to synthesize the given product. (1) Given the product [Cl:42][CH:43]([Cl:47])[C:44]([NH:20][C@H:15]([C:14]([N:11]1[CH2:12][CH2:13][C:8]([C:4]2[CH:5]=[CH:6][CH:7]=[C:2]([F:1])[CH:3]=2)([CH2:22][CH2:23][N:24]2[C@H:29]3[CH2:30][CH2:31][C@@H:25]2[CH2:26][CH:27]([N:32]2[C:36]4[CH:37]=[CH:38][CH:39]=[CH:40][C:35]=4[N:34]=[C:33]2[CH3:41])[CH2:28]3)[CH2:9][CH2:10]1)=[O:21])[C:16]([CH3:19])([CH3:18])[CH3:17])=[O:45], predict the reactants needed to synthesize it. The reactants are: [F:1][C:2]1[CH:3]=[C:4]([C:8]2([CH2:22][CH2:23][N:24]3[C@H:29]4[CH2:30][CH2:31][C@@H:25]3[CH2:26][CH:27]([N:32]3[C:36]5[CH:37]=[CH:38][CH:39]=[CH:40][C:35]=5[N:34]=[C:33]3[CH3:41])[CH2:28]4)[CH2:13][CH2:12][N:11]([C:14](=[O:21])[CH:15]([NH2:20])[C:16]([CH3:19])([CH3:18])[CH3:17])[CH2:10][CH2:9]2)[CH:5]=[CH:6][CH:7]=1.[Cl:42][CH:43]([Cl:47])[C:44](Cl)=[O:45].CCN(C(C)C)C(C)C. (2) The reactants are: [I:1][C:2]1[CH:7]=[CH:6][N:5]2[N:8]=[CH:9][C:10]([C:11]([O:13]CC)=[O:12])=[C:4]2[CH:3]=1.[OH-].[K+].CCO.C(O)(=O)C. Given the product [I:1][C:2]1[CH:7]=[CH:6][N:5]2[N:8]=[CH:9][C:10]([C:11]([OH:13])=[O:12])=[C:4]2[CH:3]=1, predict the reactants needed to synthesize it. (3) Given the product [OH:3][NH:2][C:7](=[O:8])[C:6]1[CH:11]=[CH:12][C:13]([CH3:15])=[CH:14][C:5]=1[OH:4], predict the reactants needed to synthesize it. The reactants are: Cl.[NH2:2][OH:3].[OH:4][C:5]1(O)[CH:14]=[C:13]([CH3:15])[CH:12]=[CH:11][CH:6]1[C:7](OC)=[O:8].O.Cl. (4) Given the product [CH2:1]([O:5][C:6]1[CH:7]=[CH:8][C:9]([CH2:10][CH:11]([NH:25][S:26]([C:29]2[CH:34]=[CH:33][CH:32]=[CH:31][N:30]=2)(=[O:27])=[O:28])[C:12]2[N:17]=[C:16]([NH:18][CH2:19][C:20]([OH:22])=[O:21])[CH:15]=[CH:14][CH:13]=2)=[CH:35][CH:36]=1)[CH2:2][CH2:3][CH3:4], predict the reactants needed to synthesize it. The reactants are: [CH2:1]([O:5][C:6]1[CH:36]=[CH:35][C:9]([CH2:10][CH:11]([NH:25][S:26]([C:29]2[CH:34]=[CH:33][CH:32]=[CH:31][N:30]=2)(=[O:28])=[O:27])[C:12]2[N:17]=[C:16]([NH:18][CH2:19][C:20]([O:22]CC)=[O:21])[CH:15]=[CH:14][CH:13]=2)=[CH:8][CH:7]=1)[CH2:2][CH2:3][CH3:4].[OH-].[Na+].Cl. (5) Given the product [CH3:36][C:5]1[N:4]=[N:3][N:2]([CH3:1])[C:6]=1[C:7]1[CH:19]=[N:18][C:17]2[C:16]3[CH:15]=[C:14]([C:20]([N:41]4[CH2:42][C:39]([CH3:38])([OH:43])[CH2:40]4)=[O:22])[CH:13]=[CH:12][C:11]=3[N:10]([C@@H:23]([CH:24]3[CH2:25][CH2:26][O:27][CH2:28][CH2:29]3)[C:30]3[CH:35]=[CH:34][CH:33]=[CH:32][CH:31]=3)[C:9]=2[CH:8]=1, predict the reactants needed to synthesize it. The reactants are: [CH3:1][N:2]1[C:6]([C:7]2[CH:19]=[N:18][C:17]3[C:16]4[CH:15]=[C:14]([C:20]([OH:22])=O)[CH:13]=[CH:12][C:11]=4[N:10]([C@H:23]([C:30]4[CH:35]=[CH:34][CH:33]=[CH:32][CH:31]=4)[CH:24]4[CH2:29][CH2:28][O:27][CH2:26][CH2:25]4)[C:9]=3[CH:8]=2)=[C:5]([CH3:36])[N:4]=[N:3]1.Cl.[CH3:38][C:39]1([OH:43])[CH2:42][NH:41][CH2:40]1.CCN(C(C)C)C(C)C.CN(C(ON1N=NC2C=CC=NC1=2)=[N+](C)C)C.F[P-](F)(F)(F)(F)F. (6) Given the product [CH3:26][S:23]([C:20]1[CH:21]=[CH:22][C:16]2[CH2:15][O:14][CH:13]([CH2:12][NH:8][CH2:1][CH2:2][CH3:3])[O:18][C:17]=2[CH:19]=1)(=[O:24])=[O:25], predict the reactants needed to synthesize it. The reactants are: [CH2:1]([N:8]([CH2:12][CH:13]1[O:18][C:17]2[CH:19]=[C:20]([S:23]([CH3:26])(=[O:25])=[O:24])[CH:21]=[CH:22][C:16]=2[CH2:15][O:14]1)CCC)[C:2]1C=CC=C[CH:3]=1.CC(O)=O. (7) Given the product [C:20]([O:19][CH2:18][CH:16]1[CH2:15][NH:14][CH2:17]1)(=[O:22])[CH3:21], predict the reactants needed to synthesize it. The reactants are: C([N:14]1[CH2:17][CH:16]([CH2:18][OH:19])[CH2:15]1)(C1C=CC=CC=1)C1C=CC=CC=1.[C:20](O)(=[O:22])[CH3:21]. (8) Given the product [OH:1][C@H:3]1[CH2:4][C:5]2[C:10](=[CH:9][CH:8]=[CH:7][CH:6]=2)[C@@H:2]1[N:23]1[CH2:24][CH:21]([C:18]([NH:17][C:16](=[O:25])[O:15][C:11]([CH3:14])([CH3:13])[CH3:12])([CH3:20])[CH3:19])[CH2:22]1, predict the reactants needed to synthesize it. The reactants are: [O:1]1[C@H:3]2[CH2:4][C:5]3[CH:6]=[CH:7][CH:8]=[CH:9][C:10]=3[C@@H:2]12.[C:11]([O:15][C:16](=[O:25])[NH:17][C:18]([CH:21]1[CH2:24][NH:23][CH2:22]1)([CH3:20])[CH3:19])([CH3:14])([CH3:13])[CH3:12]. (9) Given the product [NH:1]([C:14]([O:16][C:17]([CH3:20])([CH3:19])[CH3:18])=[O:15])[C@H:2]([C:11]([N:23]([CH3:22])[O:24][CH3:25])=[O:13])[CH2:3][C:4](=[O:10])[O:5][C:6]([CH3:7])([CH3:8])[CH3:9], predict the reactants needed to synthesize it. The reactants are: [NH:1]([C:14]([O:16][C:17]([CH3:20])([CH3:19])[CH3:18])=[O:15])[C@H:2]([C:11]([OH:13])=O)[CH2:3][C:4](=[O:10])[O:5][C:6]([CH3:9])([CH3:8])[CH3:7].Cl.[CH3:22][NH:23][O:24][CH3:25].CN1CCOCC1.ON1C2C=CC=CC=2N=N1.CC(C)N=C=NC(C)C.